Dataset: Peptide-MHC class II binding affinity with 134,281 pairs from IEDB. Task: Regression. Given a peptide amino acid sequence and an MHC pseudo amino acid sequence, predict their binding affinity value. This is MHC class II binding data. (1) The peptide sequence is AFKVAATAANAAPAQ. The MHC is DRB1_0401 with pseudo-sequence DRB1_0401. The binding affinity (normalized) is 0.875. (2) The peptide sequence is KIERWFVRNPFFAVT. The MHC is HLA-DQA10103-DQB10603 with pseudo-sequence HLA-DQA10103-DQB10603. The binding affinity (normalized) is 0. (3) The peptide sequence is GVKGFTLGRDGHEKP. The MHC is HLA-DQA10201-DQB10402 with pseudo-sequence HLA-DQA10201-DQB10402. The binding affinity (normalized) is 0.368. (4) The peptide sequence is TPTNASHIQSAVVCG. The MHC is HLA-DPA10103-DPB10201 with pseudo-sequence HLA-DPA10103-DPB10201. The binding affinity (normalized) is 0. (5) The peptide sequence is RTFVATFGAASNKAF. The MHC is DRB4_0101 with pseudo-sequence DRB4_0103. The binding affinity (normalized) is 0.111. (6) The peptide sequence is EKKYFEATQFEPLAA. The MHC is DRB1_0101 with pseudo-sequence DRB1_0101. The binding affinity (normalized) is 0.619. (7) The peptide sequence is EKKYFAAAQFEPLAA. The MHC is HLA-DQA10501-DQB10201 with pseudo-sequence HLA-DQA10501-DQB10201. The binding affinity (normalized) is 0.629. (8) The peptide sequence is GELQIVDRIDAAFKI. The MHC is DRB1_1101 with pseudo-sequence DRB1_1101. The binding affinity (normalized) is 0.915. (9) The peptide sequence is FSLSAAVKAGASLID. The MHC is DRB1_1302 with pseudo-sequence DRB1_1302. The binding affinity (normalized) is 0.545.